Dataset: Full USPTO retrosynthesis dataset with 1.9M reactions from patents (1976-2016). Task: Predict the reactants needed to synthesize the given product. (1) Given the product [Si:21]([O:2][C:3]1[CH:4]=[C:5]2[C:10](=[CH:11][CH:12]=1)[CH2:9][NH:8][CH:7]([C:13]([O:15][CH3:16])=[O:14])[CH2:6]2)([C:17]([CH3:20])([CH3:19])[CH3:18])([CH3:23])[CH3:22], predict the reactants needed to synthesize it. The reactants are: Cl.[OH:2][C:3]1[CH:4]=[C:5]2[C:10](=[CH:11][CH:12]=1)[CH2:9][NH:8][CH:7]([C:13]([O:15][CH3:16])=[O:14])[CH2:6]2.[C:17]([Si:21](Cl)([CH3:23])[CH3:22])([CH3:20])([CH3:19])[CH3:18]. (2) The reactants are: [Cl:1][C:2]1[N:3]=[C:4](Cl)[C:5]2[C:10]([C:11]3[CH:16]=[CH:15][CH:14]=[CH:13][CH:12]=3)=[CH:9][S:8][C:6]=2[N:7]=1.[NH:18]1[CH2:23][CH2:22][O:21][CH2:20][CH2:19]1.C(N(CC)CC)C.C(O)C. Given the product [Cl:1][C:2]1[N:3]=[C:4]([N:18]2[CH2:23][CH2:22][O:21][CH2:20][CH2:19]2)[C:5]2[C:10]([C:11]3[CH:16]=[CH:15][CH:14]=[CH:13][CH:12]=3)=[CH:9][S:8][C:6]=2[N:7]=1, predict the reactants needed to synthesize it. (3) Given the product [CH3:7][C:6]([O:5][C:4]([N:3]1[CH2:2][CH2:14][NH:13][CH2:12][C@@H:11]1[CH3:15])=[O:10])([CH3:9])[CH3:8], predict the reactants needed to synthesize it. The reactants are: Cl.[CH3:2][N:3]([CH:11]1[CH2:15][CH2:14][N:13](S(C2C=CC=CC=2)(=O)=O)[CH2:12]1)[C:4](=[O:10])[O:5][C:6]([CH3:9])([CH3:8])[CH3:7].C(=O)([O-])O.[Na+]. (4) Given the product [C:17]([NH:18][C@H:19]1[CH2:23][CH2:22][N:21]([C:9]2[CH:8]=[CH:7][C:3]([C:4]([NH2:6])=[O:5])=[C:2]([NH:32][C:28]3[CH:29]=[N:30][CH:31]=[C:26]([F:25])[CH:27]=3)[N:10]=2)[CH2:20]1)(=[O:24])[CH:33]=[CH2:34], predict the reactants needed to synthesize it. The reactants are: Cl[C:2]1[N:10]=[C:9](Cl)[CH:8]=[CH:7][C:3]=1[C:4]([NH2:6])=[O:5].C(O[C:17](=[O:24])[NH:18][C@H:19]1[CH2:23][CH2:22][NH:21][CH2:20]1)(C)(C)C.[F:25][C:26]1[CH:27]=[C:28]([NH2:32])[CH:29]=[N:30][CH:31]=1.[C:33](O)(=O)[CH:34]=C.